This data is from Full USPTO retrosynthesis dataset with 1.9M reactions from patents (1976-2016). The task is: Predict the reactants needed to synthesize the given product. (1) Given the product [ClH:24].[CH2:26]([O:18][C:16](=[O:17])[C@@H:15]([NH2:14])[CH2:19][CH:20]([CH3:23])[CH2:21][CH3:22])[CH3:27], predict the reactants needed to synthesize it. The reactants are: C(=[N:14][C@@H:15]([CH2:19][CH:20]([CH3:23])[CH2:21][CH3:22])[C:16]([OH:18])=[O:17])(C1C=CC=CC=1)C1C=CC=CC=1.[ClH:24].O1CC[CH2:27][CH2:26]1. (2) Given the product [CH2:1]([C:3]1[C:4]([NH:11][C@H:12]2[C@@H:16]([O:17][CH2:18][CH3:19])[CH2:15][N:14]([C:20]([O:22][CH3:23])=[O:21])[CH2:13]2)=[N:5][C:6]([CH2:9][CH3:10])=[C:7]([I:24])[N:8]=1)[CH3:2], predict the reactants needed to synthesize it. The reactants are: [CH2:1]([C:3]1[C:4]([NH:11][C@H:12]2[C@@H:16]([O:17][CH2:18][CH3:19])[CH2:15][N:14]([C:20]([O:22][CH3:23])=[O:21])[CH2:13]2)=[N:5][C:6]([CH2:9][CH3:10])=[CH:7][N:8]=1)[CH3:2].[I:24]N1C(=O)CCC1=O.S([O-])([O-])(=O)=S.[Na+].[Na+]. (3) Given the product [Cl:12][C:13]1[CH:18]=[CH:17][C:16]([C:2]2[S:6][C:5]([C:7]([O:9][CH2:10][CH3:11])=[O:8])=[CH:4][CH:3]=2)=[CH:15][CH:14]=1, predict the reactants needed to synthesize it. The reactants are: Br[C:2]1[S:6][C:5]([C:7]([O:9][CH2:10][CH3:11])=[O:8])=[CH:4][CH:3]=1.[Cl:12][C:13]1[CH:18]=[CH:17][C:16](B(O)O)=[CH:15][CH:14]=1. (4) Given the product [Cl:7][C:8]1[CH:9]=[CH:10][C:11]([O:24][CH2:25][C:26]2[CH:27]=[CH:28][CH:29]=[CH:30][CH:31]=2)=[C:12]([CH2:14][N:15]2[C:19]([CH3:20])=[CH:18][C:17]([NH:21][CH3:22])=[N:16]2)[CH:13]=1, predict the reactants needed to synthesize it. The reactants are: [H-].[Al+3].[Li+].[H-].[H-].[H-].[Cl:7][C:8]1[CH:9]=[CH:10][C:11]([O:24][CH2:25][C:26]2[CH:31]=[CH:30][CH:29]=[CH:28][CH:27]=2)=[C:12]([CH2:14][N:15]2[C:19]([CH3:20])=[CH:18][C:17]([NH:21][CH:22]=O)=[N:16]2)[CH:13]=1. (5) Given the product [CH2:29]([O:31][C:32](=[O:47])[CH2:33][CH:34]1[CH2:35][CH2:36][N:37]([C:40]([N:9]2[CH2:10][C@@H:11]([CH2:23][C:24]([CH3:25])([CH3:27])[CH3:26])[C@@:12]([C:15]3[CH:20]=[CH:19][C:18]([Cl:21])=[CH:17][C:16]=3[F:22])([C:13]#[N:14])[C@H:8]2[C:4]2[CH:5]=[CH:6][CH:7]=[C:2]([Cl:1])[C:3]=2[F:28])=[O:41])[CH2:38][CH2:39]1)[CH3:30], predict the reactants needed to synthesize it. The reactants are: [Cl:1][C:2]1[C:3]([F:28])=[C:4]([CH:8]2[C:12]([C:15]3[CH:20]=[CH:19][C:18]([Cl:21])=[CH:17][C:16]=3[F:22])([C:13]#[N:14])[CH:11]([CH2:23][C:24]([CH3:27])([CH3:26])[CH3:25])[CH2:10][NH:9]2)[CH:5]=[CH:6][CH:7]=1.[CH2:29]([O:31][C:32](=[O:47])[CH2:33][CH:34]1[CH2:39][CH2:38][N:37]([C:40](N2C=CN=C2)=[O:41])[CH2:36][CH2:35]1)[CH3:30].